This data is from Peptide-MHC class I binding affinity with 185,985 pairs from IEDB/IMGT. The task is: Regression. Given a peptide amino acid sequence and an MHC pseudo amino acid sequence, predict their binding affinity value. This is MHC class I binding data. (1) The MHC is HLA-A11:01 with pseudo-sequence HLA-A11:01. The peptide sequence is AKYEICLEK. The binding affinity (normalized) is 0.0847. (2) The peptide sequence is ITWETPMIW. The MHC is HLA-A26:01 with pseudo-sequence HLA-A26:01. The binding affinity (normalized) is 0.0847. (3) The peptide sequence is YPLTFGWCY. The MHC is HLA-A03:01 with pseudo-sequence HLA-A03:01. The binding affinity (normalized) is 0. (4) The peptide sequence is FILSGRFSY. The MHC is HLA-B15:02 with pseudo-sequence HLA-B15:02. The binding affinity (normalized) is 0.447. (5) The peptide sequence is RVYLNGIGK. The MHC is HLA-B07:02 with pseudo-sequence HLA-B07:02. The binding affinity (normalized) is 0.0847. (6) The peptide sequence is WENGFKVVL. The MHC is HLA-B27:05 with pseudo-sequence HLA-B27:05. The binding affinity (normalized) is 0.0847. (7) The MHC is Mamu-A01 with pseudo-sequence Mamu-A01. The peptide sequence is HSTYFPCFTAG. The binding affinity (normalized) is 0. (8) The peptide sequence is VYPLSIPATL. The MHC is HLA-A23:01 with pseudo-sequence HLA-A23:01. The binding affinity (normalized) is 0.748. (9) The peptide sequence is IVDCLTEMY. The MHC is HLA-B27:05 with pseudo-sequence HLA-B27:05. The binding affinity (normalized) is 0.0847. (10) The binding affinity (normalized) is 0.189. The MHC is HLA-A01:01 with pseudo-sequence HLA-A01:01. The peptide sequence is LSEKEENMV.